From a dataset of Peptide-MHC class I binding affinity with 185,985 pairs from IEDB/IMGT. Regression. Given a peptide amino acid sequence and an MHC pseudo amino acid sequence, predict their binding affinity value. This is MHC class I binding data. (1) The peptide sequence is EVVTSTWVL. The MHC is Patr-B0101 with pseudo-sequence Patr-B0101. The binding affinity (normalized) is 0.0340. (2) The peptide sequence is RVPTVFHKK. The MHC is HLA-B57:01 with pseudo-sequence HLA-B57:01. The binding affinity (normalized) is 0.0847.